The task is: Predict the reactants needed to synthesize the given product.. This data is from Full USPTO retrosynthesis dataset with 1.9M reactions from patents (1976-2016). (1) Given the product [Cl:33][C:27]1[CH:26]=[C:25]([C:18]2([C:21]([F:23])([F:24])[F:22])[CH2:17][C:16]([C:9]3[C:10]4[C:15](=[CH:14][CH:13]=[CH:12][CH:11]=4)[C:6]([CH2:5][OH:4])=[CH:7][CH:8]=3)=[N:20][CH2:19]2)[CH:30]=[C:29]([Cl:31])[CH:28]=1, predict the reactants needed to synthesize it. The reactants are: C([O:4][CH2:5][C:6]1[C:15]2[C:10](=[CH:11][CH:12]=[CH:13][CH:14]=2)[C:9]([C:16]2[CH2:17][C:18]([C:25]3[CH:30]=[C:29]([Cl:31])[C:28](Cl)=[C:27]([Cl:33])[CH:26]=3)([C:21]([F:24])([F:23])[F:22])[CH2:19][N:20]=2)=[CH:8][CH:7]=1)(=O)C.C[O-].[Na+]. (2) The reactants are: [NH2:1][C:2]1[N:7]=[CH:6][C:5]([C:8]2[CH:16]=[CH:15][CH:14]=[CH:13][C:9]=2[C:10]([OH:12])=O)=[CH:4][C:3]=1[C:17](=[O:25])[NH:18][C:19]1[CH:24]=[CH:23][N:22]=[CH:21][CH:20]=1.[CH2:26]([NH:28][CH2:29][CH3:30])[CH3:27]. Given the product [NH2:1][C:2]1[N:7]=[CH:6][C:5]([C:8]2[CH:16]=[CH:15][CH:14]=[CH:13][C:9]=2[C:10](=[O:12])[N:28]([CH2:29][CH3:30])[CH2:26][CH3:27])=[CH:4][C:3]=1[C:17]([NH:18][C:19]1[CH:20]=[CH:21][N:22]=[CH:23][CH:24]=1)=[O:25], predict the reactants needed to synthesize it. (3) Given the product [CH2:35]([O:36][CH2:37][C:33]1[CH:32]=[CH:54][CH:53]=[CH:52][CH:34]=1)[C:44]1[CH:49]=[CH:48][CH:47]=[CH:46][CH:45]=1.[CH3:1][CH2:2][C@H:3]([N:7]1[N:12]=[CH:11][N:10]([C:13]2[CH:18]=[CH:17][C:16]([N:19]3[CH2:20][CH2:21][N:22]([C:25]4[CH:26]=[CH:27][C:28]([O:31][CH2:32][C@@H:33]5[CH2:37][O:36][C@:35]([C:44]6[CH:45]=[CH:46][C:47]([F:51])=[CH:48][C:49]=6[F:50])([CH2:38][N:39]6[N:43]=[CH:42][N:41]=[CH:40]6)[CH2:34]5)=[CH:29][CH:30]=4)[CH2:23][CH2:24]3)=[CH:15][CH:14]=2)[C:8]1=[O:9])[C@@H:4]([OH:6])[CH3:5], predict the reactants needed to synthesize it. The reactants are: [CH3:1][CH2:2][C@H:3]([N:7]1[N:12]=[CH:11][N:10]([C:13]2[CH:14]=[CH:15][C:16]([N:19]3[CH2:24][CH2:23][N:22]([C:25]4[CH:26]=[CH:27][C:28]([O:31][CH2:32][C@@H:33]5[CH2:37][O:36][C@:35]([C:44]6[CH:45]=[CH:46][C:47]([F:51])=[CH:48][C:49]=6[F:50])([CH2:38][N:39]6[N:43]=[CH:42][N:41]=[CH:40]6)[CH2:34]5)=[CH:29][CH:30]=4)[CH2:21][CH2:20]3)=[CH:17][CH:18]=2)[C:8]1=[O:9])[C@@H:4]([OH:6])[CH3:5].[CH2:52](O[C@H]([C@H](N1C(=O)N(C2C=CC(N3CCN(C4C=CC(O)=CC=4)CC3)=CC=2)C=N1)CC)C)[C:53]1C=CC=C[CH:54]=1. (4) Given the product [NH2:1][C:4]1[CH:14]([CH2:15][NH:16][C:17]2[CH:18]=[CH:19][C:20]([C:23]3[NH:27][N:26]=[CH:25][CH:24]=3)=[CH:21][CH:22]=2)[CH:8]2[CH2:9][C:10]([CH3:13])([CH3:12])[O:11][C:7]2=[C:6]([CH3:28])[C:5]=1[CH3:29], predict the reactants needed to synthesize it. The reactants are: [N+:1]([C:4]1[CH:14]([CH2:15][NH:16][C:17]2[CH:22]=[CH:21][C:20]([C:23]3[NH:27][N:26]=[CH:25][CH:24]=3)=[CH:19][CH:18]=2)[CH:8]2[CH2:9][C:10]([CH3:13])([CH3:12])[O:11][C:7]2=[C:6]([CH3:28])[C:5]=1[CH3:29])([O-])=O. (5) Given the product [CH:5]1[C:10]2=[N:11][S:12][N:13]=[C:9]2[C:8]([NH:14][C:15]2[NH:19][CH2:18][CH2:17][N:16]=2)=[C:7]([Cl:20])[CH:6]=1.[C:1]([O-:4])(=[O:3])[CH3:2], predict the reactants needed to synthesize it. The reactants are: [C:1]([OH:4])(=[O:3])[CH3:2].[CH:5]1[C:10]2=[N:11][S:12][N:13]=[C:9]2[C:8]([NH:14][C:15]2[NH:19][CH2:18][CH2:17][N:16]=2)=[C:7]([Cl:20])[CH:6]=1. (6) Given the product [C:4]([C:5]1[CH:10]=[C:9]([F:11])[C:8]([F:12])=[CH:7][C:6]=1[F:13])#[CH:3], predict the reactants needed to synthesize it. The reactants are: C[Si](C)(C)[C:3]#[C:4][C:5]1[CH:10]=[C:9]([F:11])[C:8]([F:12])=[CH:7][C:6]=1[F:13].C([O-])([O-])=O.[K+].[K+]. (7) Given the product [CH3:31][O:32][P:33]([CH2:27][C:24]1[CH:23]=[CH:22][C:21]([C:20](=[O:29])[NH:19][C:9]2[CH:10]=[C:11]([C:14]3[S:15][CH:16]=[CH:17][CH:18]=3)[CH:12]=[CH:13][C:8]=2[NH2:7])=[CH:26][CH:25]=1)(=[O:36])[O:34][CH3:35], predict the reactants needed to synthesize it. The reactants are: C(OC(=O)[NH:7][C:8]1[CH:13]=[CH:12][C:11]([C:14]2[S:15][CH:16]=[CH:17][CH:18]=2)=[CH:10][C:9]=1[NH:19][C:20](=[O:29])[C:21]1[CH:26]=[CH:25][C:24]([CH2:27]Br)=[CH:23][CH:22]=1)(C)(C)C.[CH3:31][O:32][P:33]([O:36]C)[O:34][CH3:35]. (8) Given the product [NH2:1][C:2]1[C:6]2[C:7](=[O:32])[N:8]([CH:23]([CH:29]([CH3:30])[CH3:31])[C:24]([OH:26])=[O:25])[CH:9]=[C:10]([C:11]3[CH:15]=[C:14]([N:16]4[CH2:21][CH2:20][O:19][CH2:18][CH2:17]4)[N:13]([CH3:22])[N:12]=3)[C:5]=2[NH:4][N:3]=1, predict the reactants needed to synthesize it. The reactants are: [NH2:1][C:2]1[C:6]2[C:7](=[O:32])[N:8]([CH:23]([CH:29]([CH3:31])[CH3:30])[C:24]([O:26]CC)=[O:25])[CH:9]=[C:10]([C:11]3[CH:15]=[C:14]([N:16]4[CH2:21][CH2:20][O:19][CH2:18][CH2:17]4)[N:13]([CH3:22])[N:12]=3)[C:5]=2[NH:4][N:3]=1.C(O)C.[OH-].[Na+]. (9) Given the product [Br:1][C:2]1[CH:7]=[CH:6][CH:5]=[CH:4][C:3]=1[C:8]([CH3:17])([CH3:16])[CH2:9][CH:10]([C:11]([F:13])([F:14])[F:12])[O:15][Si:26]([C:29]([CH3:32])([CH3:31])[CH3:30])([CH3:28])[CH3:27], predict the reactants needed to synthesize it. The reactants are: [Br:1][C:2]1[CH:7]=[CH:6][CH:5]=[CH:4][C:3]=1[C:8]([CH3:17])([CH3:16])[CH2:9][CH:10]([OH:15])[C:11]([F:14])([F:13])[F:12].C(NC(C)C)(C)C.[Li].[Si:26](Cl)([C:29]([CH3:32])([CH3:31])[CH3:30])([CH3:28])[CH3:27]. (10) Given the product [CH3:1][N:4]([CH3:5])[C:31]([CH:28]1[CH2:29][CH2:30][N:25]([S:22]([C:19]2[CH:20]=[CH:21][C:16]([N+:13]([O-:15])=[O:14])=[CH:17][CH:18]=2)(=[O:24])=[O:23])[CH2:26][CH2:27]1)=[O:32], predict the reactants needed to synthesize it. The reactants are: [CH:1]([N:4](C(C)C)[CH2:5]C)(C)C.CNC.[N+:13]([C:16]1[CH:21]=[CH:20][C:19]([S:22]([N:25]2[CH2:30][CH2:29][CH:28]([C:31](Cl)=[O:32])[CH2:27][CH2:26]2)(=[O:24])=[O:23])=[CH:18][CH:17]=1)([O-:15])=[O:14].